Dataset: Reaction yield outcomes from USPTO patents with 853,638 reactions. Task: Predict the reaction yield, written as a fraction of the theoretical maximum amount of product (1.0 means a 100% yield; for example, 0.34 means a 34% yield). (1) The reactants are [Cl:1][C:2]1[CH:3]=[C:4]([CH:7]=[C:8]([OH:10])[CH:9]=1)[CH:5]=[O:6].C(=O)([O-])[O-].[K+].[K+].C1(C)C=CC(S(O[CH2:27][C:28]([F:31])([F:30])[F:29])(=O)=O)=CC=1. The catalyst is CN(C=O)C. The product is [Cl:1][C:2]1[CH:3]=[C:4]([CH:7]=[C:8]([O:10][CH2:27][C:28]([F:31])([F:30])[F:29])[CH:9]=1)[CH:5]=[O:6]. The yield is 0.610. (2) The reactants are [CH:1]1([C:4]2[C:13](/[CH:14]=[CH:15]/[CH:16]=[O:17])=[C:12]([C:18]3[CH:23]=[CH:22][C:21]([F:24])=[CH:20][CH:19]=3)[C:11]3[C:6](=[CH:7][CH:8]=[CH:9][CH:10]=3)[N:5]=2)[CH2:3][CH2:2]1.N1C2C(=CC=CC=2)C=CC=1.C[C@@](O)(CC(SCCNC(CCNC([C@H](O)C(COP(OP(OC[C@H]1O[C@@H](N2C3N=CN=C(N)C=3N=C2)[C@H](O)[C@@H]1OP(O)(O)=O)(O)=O)(O)=O)(C)C)=O)=O)=O)CC(O)=O.C1C=C2C=CC(O)=C(C3C4C(=CC=CC=4)C=CC=3O)C2=CC=1.[CH2:115]([O:117][C:118]([O:127][Si](C)(C)C)=[CH:119][C:120]([O:122][Si](C)(C)C)=[CH2:121])[CH3:116].FC(F)(F)C(O)=O.O.C(=O)(O)[O-].[Na+]. The catalyst is CC(C)[O-].[Ti+4].CC(C)[O-].CC(C)[O-].CC(C)[O-].C(OCC)(=O)C.O.C(OCC)(=O)C.CCCCCC.O1CCCC1. The product is [CH2:115]([O:117][C:118](=[O:127])[CH2:119][C:120](=[O:122])[CH2:121][C@H:16]([OH:17])/[CH:15]=[CH:14]/[C:13]1[C:4]([CH:1]2[CH2:3][CH2:2]2)=[N:5][C:6]2[C:11]([C:12]=1[C:18]1[CH:19]=[CH:20][C:21]([F:24])=[CH:22][CH:23]=1)=[CH:10][CH:9]=[CH:8][CH:7]=2)[CH3:116]. The yield is 0.940. (3) The reactants are [O:1]=[S:2]1(=[O:34])[C:8]2[CH:9]=[CH:10][CH:11]=[CH:12][C:7]=2[CH2:6][N:5]([C:13]2[CH:22]=[C:21]([N:23]3[CH2:27][CH2:26][C:25]([NH:29]C(=O)C)([CH3:28])[CH2:24]3)[C:20]3[C:15](=[CH:16][CH:17]=[C:18]([CH3:33])[CH:19]=3)[N:14]=2)[CH2:4][CH2:3]1.Cl.C(=O)([O-])[O-].[K+].[K+]. The catalyst is ClCCl. The product is [O:34]=[S:2]1(=[O:1])[C:8]2[CH:9]=[CH:10][CH:11]=[CH:12][C:7]=2[CH2:6][N:5]([C:13]2[CH:22]=[C:21]([N:23]3[CH2:27][CH2:26][C:25]([CH3:28])([NH2:29])[CH2:24]3)[C:20]3[C:15](=[CH:16][CH:17]=[C:18]([CH3:33])[CH:19]=3)[N:14]=2)[CH2:4][CH2:3]1. The yield is 0.0280. (4) The reactants are [C:1](Cl)(=[O:3])[CH3:2].[N+:5]([C:8]1[C:13]2[NH:14][C:15]([CH2:24][NH2:25])([C:18]3[CH:23]=[CH:22][CH:21]=[CH:20][N:19]=3)[CH2:16][O:17][C:12]=2[CH:11]=[CH:10][CH:9]=1)([O-:7])=[O:6]. The catalyst is C(Cl)Cl.C(N(CC)C(C)C)(C)C. The product is [N+:5]([C:8]1[C:13]2[NH:14][C:15]([CH2:24][NH:25][C:1](=[O:3])[CH3:2])([C:18]3[CH:23]=[CH:22][CH:21]=[CH:20][N:19]=3)[CH2:16][O:17][C:12]=2[CH:11]=[CH:10][CH:9]=1)([O-:7])=[O:6]. The yield is 0.700. (5) The yield is 0.980. The product is [CH:22]([N:21]1[CH:20]=[N:19][N:18]=[C:17]1[C:11]1[S:12][C:13]2[CH2:14][CH2:15][O:16][C:7]3[CH:6]=[C:5]([CH2:3][OH:2])[CH:26]=[CH:25][C:8]=3[C:9]=2[N:10]=1)([CH3:24])[CH3:23]. The reactants are C[O:2][C:3]([C:5]1[CH:26]=[CH:25][C:8]2[C:9]3[N:10]=[C:11]([C:17]4[N:21]([CH:22]([CH3:24])[CH3:23])[CH:20]=[N:19][N:18]=4)[S:12][C:13]=3[CH2:14][CH2:15][O:16][C:7]=2[CH:6]=1)=O.[H-].[H-].[H-].[H-].[Li+].[Al+3]. The catalyst is C1COCC1. (6) The catalyst is ClCCl.[O-2].[O-2].[Mn+4]. The reactants are [O:1]1[C:5]2=[CH:6][N:7]=[C:8]([CH2:10][OH:11])[CH:9]=[C:4]2[CH2:3][CH2:2]1. The yield is 0.700. The product is [O:1]1[C:5]2=[CH:6][N:7]=[C:8]([CH:10]=[O:11])[CH:9]=[C:4]2[CH2:3][CH2:2]1. (7) The yield is 0.710. The reactants are [Cl:1][C:2]1[CH:7]=[CH:6][C:5]([CH2:8][OH:9])=[CH:4][C:3]=1[O:10][CH2:11][C:12]1[CH:17]=[CH:16][CH:15]=[CH:14][CH:13]=1.C(N(CC)CC)C.N1C=CC=CC=1.S(=O)(=O)=O.CS(C)=O. The catalyst is CCOCC.ClCCl. The product is [Cl:1][C:2]1[CH:7]=[CH:6][C:5]([CH:8]=[O:9])=[CH:4][C:3]=1[O:10][CH2:11][C:12]1[CH:17]=[CH:16][CH:15]=[CH:14][CH:13]=1. (8) The reactants are [CH2:1]([C@H:8]([NH:21][C:22]([C@@H:24]([NH:29][C:30]([C@@H:32]([NH:34][C:35]([C:37]1[N:38]([CH3:42])[N:39]=[CH:40][CH:41]=1)=[O:36])[CH3:33])=[O:31])[CH2:25][CH:26]([CH3:28])[CH3:27])=[O:23])[CH:9]([C:11](=[O:20])[NH:12][CH2:13][C:14]1[CH:19]=[CH:18][CH:17]=[CH:16][CH:15]=1)[OH:10])[C:2]1[CH:7]=[CH:6][CH:5]=[CH:4][CH:3]=1.CC(OI1(OC(C)=O)(OC(C)=O)OC(=O)C2C=CC=CC1=2)=O. The catalyst is ClCCl. The product is [CH2:1]([C@H:8]([NH:21][C:22]([C@@H:24]([NH:29][C:30]([C@@H:32]([NH:34][C:35]([C:37]1[N:38]([CH3:42])[N:39]=[CH:40][CH:41]=1)=[O:36])[CH3:33])=[O:31])[CH2:25][CH:26]([CH3:28])[CH3:27])=[O:23])[C:9]([C:11](=[O:20])[NH:12][CH2:13][C:14]1[CH:15]=[CH:16][CH:17]=[CH:18][CH:19]=1)=[O:10])[C:2]1[CH:3]=[CH:4][CH:5]=[CH:6][CH:7]=1. The yield is 0.750. (9) The reactants are [C:1]([O:5][C:6]([NH:8][C@@H:9]1[CH2:14][CH2:13][CH2:12][N:11]([C:15]([O:17][CH2:18][C:19]2[CH:24]=[CH:23][CH:22]=[CH:21][CH:20]=2)=[O:16])[CH2:10]1)=[O:7])([CH3:4])([CH3:3])[CH3:2].[H-].[Na+].I[CH3:28].O. The catalyst is CN(C=O)C. The product is [C:1]([O:5][C:6]([N:8]([CH3:28])[C@@H:9]1[CH2:14][CH2:13][CH2:12][N:11]([C:15]([O:17][CH2:18][C:19]2[CH:24]=[CH:23][CH:22]=[CH:21][CH:20]=2)=[O:16])[CH2:10]1)=[O:7])([CH3:4])([CH3:2])[CH3:3]. The yield is 0.790. (10) The reactants are Cl[C:2]1[C:3]([O:8][CH:9]2[CH2:14][CH2:13][N:12]([C:15]3[CH:24]=[CH:23][C:22]4[C:17](=[CH:18][CH:19]=[CH:20][CH:21]=4)[N:16]=3)[CH2:11][CH2:10]2)=[N:4][CH:5]=[CH:6][N:7]=1.C[C:26]1[CH:27]=[N:28][CH:29]=[CH:30][C:31]=1B1OC(C)(C)C(C)(C)O1.[O-]P([O-])([O-])=O.[K+].[K+].[K+].O1CCOC[CH2:50]1. The catalyst is O.C1C=CC(P(C2C=CC=CC=2)[C-]2C=CC=C2)=CC=1.C1C=CC(P(C2C=CC=CC=2)[C-]2C=CC=C2)=CC=1.Cl[Pd]Cl.[Fe+2]. The product is [CH3:50][C:27]1[CH:26]=[C:31]([C:2]2[C:3]([O:8][CH:9]3[CH2:14][CH2:13][N:12]([C:15]4[CH:24]=[CH:23][C:22]5[C:17](=[CH:18][CH:19]=[CH:20][CH:21]=5)[N:16]=4)[CH2:11][CH2:10]3)=[N:4][CH:5]=[CH:6][N:7]=2)[CH:30]=[CH:29][N:28]=1. The yield is 0.600.